Dataset: KCNQ2 potassium channel screen with 302,405 compounds. Task: Binary Classification. Given a drug SMILES string, predict its activity (active/inactive) in a high-throughput screening assay against a specified biological target. (1) The molecule is S(CC(=O)N1CCOCC1)c1n(c(nn1)c1c(OC)cccc1)c1ccccc1. The result is 0 (inactive). (2) The drug is O1c2cc(n3c4nc5c(nc4c(c3N)C(=O)NCCCOC)cccc5)ccc2OC1. The result is 0 (inactive).